Dataset: Forward reaction prediction with 1.9M reactions from USPTO patents (1976-2016). Task: Predict the product of the given reaction. (1) Given the reactants [OH:1][C:2]1[CH:10]=[CH:9][C:5]([C:6](O)=[O:7])=[CH:4][CH:3]=1.[OH-].[Na+], predict the reaction product. The product is: [CH:4]1[C:5]([CH2:6][OH:7])=[CH:9][CH:10]=[C:2]([OH:1])[CH:3]=1. (2) Given the reactants [NH:1]1[C:10]2[C:5](=[CH:6][CH:7]=[C:8]([NH:11][C:12]([C:14]3[CH:19]=[CH:18][C:17]([C:20]4[CH:25]=[CH:24][CH:23]=[CH:22][CH:21]=4)=[CH:16][CH:15]=3)=[O:13])[CH:9]=2)[CH2:4][CH2:3][CH2:2]1.C(N(CC)CC)C.[C:33](Cl)(=[O:35])[CH3:34].C(O)C(N)(CO)CO.[N-]=C=O, predict the reaction product. The product is: [C:33]([N:1]1[C:10]2[C:5](=[CH:6][CH:7]=[C:8]([NH:11][C:12]([C:14]3[CH:19]=[CH:18][C:17]([C:20]4[CH:21]=[CH:22][CH:23]=[CH:24][CH:25]=4)=[CH:16][CH:15]=3)=[O:13])[CH:9]=2)[CH2:4][CH2:3][CH2:2]1)(=[O:35])[CH3:34].